This data is from Catalyst prediction with 721,799 reactions and 888 catalyst types from USPTO. The task is: Predict which catalyst facilitates the given reaction. (1) Reactant: [CH:1]1([C:4]([C:11]2[CH:16]=[C:15]([O:17][CH3:18])[N:14]=[CH:13][N:12]=2)=[CH:5][C:6]([O:8][CH2:9][CH3:10])=[O:7])[CH2:3][CH2:2]1. Product: [CH:1]1([CH:4]([C:11]2[CH:16]=[C:15]([O:17][CH3:18])[N:14]=[CH:13][N:12]=2)[CH2:5][C:6]([O:8][CH2:9][CH3:10])=[O:7])[CH2:2][CH2:3]1. The catalyst class is: 183. (2) Reactant: [N+:1]([C:4]1[CH:11]=[CH:10][C:7]([C:8]#[N:9])=[CH:6][CH:5]=1)([O-:3])=[O:2].[NH2:12][OH:13]. Product: [OH:13][NH:12][C:8](=[NH:9])[C:7]1[CH:6]=[CH:5][C:4]([N+:1]([O-:3])=[O:2])=[CH:11][CH:10]=1. The catalyst class is: 40. (3) Reactant: Cl.Cl.[CH3:3][O:4][C:5]1[CH:10]=[CH:9][C:8]([CH2:11][NH:12][NH2:13])=[CH:7][CH:6]=1.C(O[CH:17]=[C:18]([C:21]#[N:22])[C:19]#[N:20])C.CCN(C(C)C)C(C)C. Product: [NH2:22][C:21]1[N:12]([CH2:11][C:8]2[CH:9]=[CH:10][C:5]([O:4][CH3:3])=[CH:6][CH:7]=2)[N:13]=[CH:17][C:18]=1[C:19]#[N:20]. The catalyst class is: 8. (4) Reactant: [CH:1]1([C:7]2[N:11]3[C:12]4[C:17]([NH:18][C:19](=[O:20])[C:10]3=[CH:9][N:8]=2)=[CH:16][CH:15]=[C:14](/[CH:21]=[CH:22]/[C:23]([O:25][CH3:26])=[O:24])[CH:13]=4)[CH2:6][CH2:5][CH2:4][CH2:3][CH2:2]1.[H][H]. Product: [CH:1]1([C:7]2[N:11]3[C:12]4[C:17]([NH:18][C:19](=[O:20])[C:10]3=[CH:9][N:8]=2)=[CH:16][CH:15]=[C:14]([CH2:21][CH2:22][C:23]([O:25][CH3:26])=[O:24])[CH:13]=4)[CH2:2][CH2:3][CH2:4][CH2:5][CH2:6]1. The catalyst class is: 285. (5) Reactant: [F:1][C:2]1[CH:3]=[C:4]([C@H:13]([NH:21][C:22]([C:24]2[CH:33]=[CH:32][C:27]([C:28]([O:30]C)=[O:29])=[CH:26][CH:25]=2)=[O:23])[C:14]2[C:19]([F:20])=[CH:18][CH:17]=[CH:16][N:15]=2)[CH:5]=[CH:6][C:7]=1[O:8][C:9]([F:12])([F:11])[F:10].C1COCC1.[Li+].[OH-].Cl. Product: [F:1][C:2]1[CH:3]=[C:4]([C@H:13]([NH:21][C:22]([C:24]2[CH:33]=[CH:32][C:27]([C:28]([OH:30])=[O:29])=[CH:26][CH:25]=2)=[O:23])[C:14]2[C:19]([F:20])=[CH:18][CH:17]=[CH:16][N:15]=2)[CH:5]=[CH:6][C:7]=1[O:8][C:9]([F:12])([F:11])[F:10]. The catalyst class is: 72.